Dataset: Forward reaction prediction with 1.9M reactions from USPTO patents (1976-2016). Task: Predict the product of the given reaction. (1) Given the reactants C[O:2][C:3](=O)[CH:4]([N:6]1[CH:15]([C:16](OC)=[O:17])[CH2:14][C:13]2[C:8](=[CH:9][CH:10]=[CH:11][CH:12]=2)[C:7]1=[O:20])[CH3:5].[Li+].[BH4-].CO, predict the reaction product. The product is: [OH:17][CH2:16][CH:15]1[CH2:14][C:13]2[C:8](=[CH:9][CH:10]=[CH:11][CH:12]=2)[C:7](=[O:20])[N:6]1[CH:4]([CH3:5])[CH2:3][OH:2]. (2) Given the reactants C([N:8]1[CH2:16][CH:15]2[CH:10]([N:11]([CH2:17][CH3:18])[CH2:12][CH2:13][CH2:14]2)[CH2:9]1)C1C=CC=CC=1.CO, predict the reaction product. The product is: [CH2:17]([N:11]1[CH2:12][CH2:13][CH2:14][CH:15]2[CH2:16][NH:8][CH2:9][CH:10]12)[CH3:18]. (3) Given the reactants Br.Br[CH2:3][C:4]([C:6]1[CH:7]=[N:8][CH:9]=[CH:10][CH:11]=1)=[O:5].[Na].[BH4-].[Na+].[CH2:15]([NH2:18])[CH2:16][CH3:17], predict the reaction product. The product is: [N:8]1[CH:9]=[CH:10][CH:11]=[C:6]([CH:4]([OH:5])[CH2:3][NH:18][CH2:15][CH2:16][CH3:17])[CH:7]=1. (4) Given the reactants [CH3:1][CH:2]([CH3:6])[CH2:3][C:4]#[CH:5].[Li][CH2:8][CH2:9][CH2:10]C.ICCC, predict the reaction product. The product is: [CH3:1][CH:2]([CH2:3][C:4]#[C:5][CH2:8][CH2:9][CH3:10])[CH3:6]. (5) Given the reactants [OH:1][C:2]1[CH:7]=[CH:6][C:5]([CH2:8][CH2:9][CH2:10][OH:11])=[CH:4][CH:3]=1.I[CH2:13][CH2:14][CH2:15][CH2:16][CH2:17][CH2:18]I.N#N.[C:22](=[O:25])([O-])[O-].[K+].[K+], predict the reaction product. The product is: [OH:11][CH2:10][CH2:9][CH2:8][C:5]1[CH:4]=[CH:3][C:2]([O:1][CH2:13][CH2:14][CH2:15][CH2:16][CH2:17][CH2:18][O:1][C:2]2[CH:7]=[CH:6][C:5]([CH2:8][CH2:9][CH2:22][OH:25])=[CH:4][CH:3]=2)=[CH:7][CH:6]=1.